Task: Regression. Given a peptide amino acid sequence and an MHC pseudo amino acid sequence, predict their binding affinity value. This is MHC class I binding data.. Dataset: Peptide-MHC class I binding affinity with 185,985 pairs from IEDB/IMGT (1) The peptide sequence is KMVGTVQRV. The MHC is HLA-B58:01 with pseudo-sequence HLA-B58:01. The binding affinity (normalized) is 0.0847. (2) The peptide sequence is KSINKVYGK. The MHC is Patr-A0701 with pseudo-sequence Patr-A0701. The binding affinity (normalized) is 0. (3) The peptide sequence is SVIDHIHYM. The MHC is HLA-A80:01 with pseudo-sequence HLA-A80:01. The binding affinity (normalized) is 0.0847. (4) The peptide sequence is RAIEAQQHL. The MHC is HLA-B54:01 with pseudo-sequence HLA-B54:01. The binding affinity (normalized) is 0. (5) The peptide sequence is FQEALKKSL. The MHC is HLA-A02:16 with pseudo-sequence HLA-A02:16. The binding affinity (normalized) is 0.0847. (6) The peptide sequence is YMVVDGSVM. The MHC is HLA-B15:01 with pseudo-sequence HLA-B15:01. The binding affinity (normalized) is 0.914.